From a dataset of NCI-60 drug combinations with 297,098 pairs across 59 cell lines. Regression. Given two drug SMILES strings and cell line genomic features, predict the synergy score measuring deviation from expected non-interaction effect. (1) Synergy scores: CSS=41.3, Synergy_ZIP=-14.2, Synergy_Bliss=-29.8, Synergy_Loewe=-31.2, Synergy_HSA=-27.3. Drug 2: C1=NC2=C(N1)C(=S)N=CN2. Drug 1: CNC(=O)C1=CC=CC=C1SC2=CC3=C(C=C2)C(=NN3)C=CC4=CC=CC=N4. Cell line: SR. (2) Drug 1: CC(CN1CC(=O)NC(=O)C1)N2CC(=O)NC(=O)C2. Drug 2: CCC1(CC2CC(C3=C(CCN(C2)C1)C4=CC=CC=C4N3)(C5=C(C=C6C(=C5)C78CCN9C7C(C=CC9)(C(C(C8N6C)(C(=O)OC)O)OC(=O)C)CC)OC)C(=O)OC)O.OS(=O)(=O)O. Cell line: SW-620. Synergy scores: CSS=63.7, Synergy_ZIP=-3.12, Synergy_Bliss=-2.45, Synergy_Loewe=-0.733, Synergy_HSA=-0.0520.